Dataset: Forward reaction prediction with 1.9M reactions from USPTO patents (1976-2016). Task: Predict the product of the given reaction. (1) Given the reactants CN(C)C=O.[CH3:6][O:7][C:8](=[O:16])[C:9]1[CH:14]=[CH:13][CH:12]=[C:11]([SH:15])[CH:10]=1.CC(C)([O-])C.[K+].Br[C:24]1[CH:29]=[CH:28][C:27]([Cl:30])=[CH:26][N:25]=1, predict the reaction product. The product is: [CH3:6][O:7][C:8](=[O:16])[C:9]1[CH:14]=[CH:13][CH:12]=[C:11]([S:15][C:24]2[CH:29]=[CH:28][C:27]([Cl:30])=[CH:26][N:25]=2)[CH:10]=1. (2) Given the reactants [OH:1][CH2:2][CH:3](Cl)[CH2:4][S:5][S:6][CH2:7][CH:8](Cl)[CH2:9][OH:10].CO.[OH-].[Na+], predict the reaction product. The product is: [O:10]1[CH2:9][CH:8]1[CH2:7][S:6][S:5][CH2:4][CH:3]1[O:1][CH2:2]1.